This data is from Reaction yield outcomes from USPTO patents with 853,638 reactions. The task is: Predict the reaction yield, written as a fraction of the theoretical maximum amount of product (1.0 means a 100% yield; for example, 0.34 means a 34% yield). The reactants are [CH2:1]([O:3][CH2:4][O:5][C:6]1[C:13]([CH3:14])=[CH:12][CH:11]=[CH:10][C:7]=1[CH2:8]O)[CH3:2].C1(P(C2C=CC=CC=2)C2C=CC=CC=2)C=CC=CC=1.C1C(=O)N([Br:41])C(=O)C1. The catalyst is C(Cl)Cl. The product is [CH2:1]([O:3][CH2:4][O:5][C:6]1[C:13]([CH3:14])=[CH:12][CH:11]=[CH:10][C:7]=1[CH2:8][Br:41])[CH3:2]. The yield is 0.770.